Dataset: Forward reaction prediction with 1.9M reactions from USPTO patents (1976-2016). Task: Predict the product of the given reaction. Given the reactants [NH2:1][C:2]1[C:7]([C:8]([NH:10][C:11]2[CH:16]=[CH:15][N:14]=[CH:13][C:12]=2[C:17]([O:19][CH3:20])=[O:18])=[O:9])=[CH:6][C:5](Br)=[CH:4][N:3]=1.[N:22]1([CH2:28][C:29]2[S:33][C:32](B3OC(C)(C)C(C)(C)O3)=[CH:31][CH:30]=2)[CH2:27][CH2:26][O:25][CH2:24][CH2:23]1, predict the reaction product. The product is: [CH3:20][O:19][C:17](=[O:18])[C:12]1[C:11]([NH:10][C:8]([C:7]2[C:2]([NH2:1])=[N:3][CH:4]=[C:5]([C:32]3[S:33][C:29]([CH2:28][N:22]4[CH2:23][CH2:24][O:25][CH2:26][CH2:27]4)=[CH:30][CH:31]=3)[CH:6]=2)=[O:9])=[CH:16][CH:15]=[N:14][CH:13]=1.